This data is from Retrosynthesis with 50K atom-mapped reactions and 10 reaction types from USPTO. The task is: Predict the reactants needed to synthesize the given product. (1) Given the product CCOC(=O)COc1cccc(CC2CCCC=C2c2nc(-c3ccccc3)c(-c3ccccc3)o2)c1, predict the reactants needed to synthesize it. The reactants are: CCOC(=O)CBr.Oc1cccc(CC2CCCC=C2c2nc(-c3ccccc3)c(-c3ccccc3)o2)c1. (2) Given the product CC(C)(C)OC(=O)N1CCC[C@H]1COc1cncc(N2CC[C@@H](COCCCc3ccccc3)C2)c1, predict the reactants needed to synthesize it. The reactants are: CC(C)(C)OC(=O)N1CCC[C@H]1COc1cncc(Br)c1.c1ccc(CCCOC[C@@H]2CCNC2)cc1.